From a dataset of Experimentally validated miRNA-target interactions with 360,000+ pairs, plus equal number of negative samples. Binary Classification. Given a miRNA mature sequence and a target amino acid sequence, predict their likelihood of interaction. (1) The miRNA is hsa-miR-6826-3p with sequence CUCCCCUCUCUUUCCUGUUCAG. The protein sequence of the target gene is MDNFFTEGTRVWLRENGQHFPSTVNSCAEGIVVFRTDYGQVFTYKQSTITHQKVTAMHPTNEEGVDDMASLTELHGGSIMYNLFQRYKRNQIYTYIGSILASVNPYQPIAGLYEPATMEQYSRRHLGELPPHIFAIANECYRCLWKRHDNQCILISGESGAGKTESTKLILKFLSVISQQSLELSLKEKTSCVERAILESSPIMEAFGNAKTVYNNNSSRFGKFVQLNICQKGNIQGGRIVDYLLEKNRVVRQNPGERNYHIFYALLAGLEHEEREEFYLSTPENYHYLNQSGCVEDKTI.... Result: 1 (interaction). (2) The miRNA is dre-miR-144-3p with sequence UACAGUAUAGAUGAUGUACU. The protein sequence of the target gene is MSSALAYMLLVLSISLLNGQSPPGKPEIHKCRSPDKETFTCWWNPGSDGGLPTNYSLTYSKEGEKNTYECPDYKTSGPNSCFFSKQYTSIWKIYIITVNATNEMGSSTSDPLYVDVTYIVEPEPPRNLTLEVKQLKDKKTYLWVKWLPPTITDVKTGWFTMEYEIRLKSEEADEWEIHFTGHQTQFKVFDLYPGQKYLVQTRCKPDHGYWSRWGQEKSIEIPNDFTLKDTTVWIIVAVLSAVICLIMVWAVALKGYSMMTCIFPPVPGPKIKGFDTHLLEKGKSEELLSALGCQDFPPTS.... Result: 0 (no interaction). (3) The miRNA is hsa-miR-938 with sequence UGCCCUUAAAGGUGAACCCAGU. The protein sequence of the target gene is MQLQVFWTGLEYTCRLLGITTAAVLIGVGTETFLQGQFKSLAFYLLFTGAAVSICEGAYFVAQLLAICFQCQPGSLADRVREKAHWLGCFQKFLAYLLLSVACFLHPVLVWHVTIPGSMLIITGLAYFLLSKRKKRKAAPEVLASPEQYTDPSSSAVSTTGSGDTEQTYTFHGALKEGPSSLFIHMKSILKGTKKPSALQPPNTLMELSLEPADSLAKKKQVHFEDNLVRIVPSLAEGLDDGDSEPEETTSDTTPIIPPPQAPLFLSSLTATGLF. Result: 0 (no interaction). (4) The miRNA is hsa-miR-3665 with sequence AGCAGGUGCGGGGCGGCG. The protein sequence of the target gene is MSVSVLSPSRRLGGVSGILQVTSLLILLLLLIKAAQLYLHRQWLLKALQQFPCPPSHWLFGHIQEFQHDQELQRIQERVKTFPSACPYWIWGGKVRVQLYDPDYMKVILGRSDPKSHGSYKFLAPRIGYGLLLLNGQTWFQHRRMLTPAFHNDILKPYVGLMADSVRVMLDKWEELLGQDSPLEVFQHVSLMTLDTIMKSAFSHQGSIQVDRNSQSYIQAISDLNSLVFCCMRNAFHENDTIYSLTSAGRWTHRACQLAHQHTDQVIQLRKAQLQKEGELEKIKRKRHLDFLDILLLAKM.... Result: 1 (interaction).